This data is from Forward reaction prediction with 1.9M reactions from USPTO patents (1976-2016). The task is: Predict the product of the given reaction. (1) Given the reactants Br[C:2]1[CH:11]=[C:10]2[C:5]([N:6]=[CH:7][CH:8]=[N:9]2)=[C:4]([C:12]([NH:14][CH2:15][C:16]([O:18]CC)=[O:17])=[O:13])[C:3]=1[OH:21].[N:22]1[CH:27]=[CH:26][CH:25]=[C:24](B(O)O)[CH:23]=1.C(=O)([O-])[O-].[K+].[K+], predict the reaction product. The product is: [OH:21][C:3]1[C:4]([C:12]([NH:14][CH2:15][C:16]([OH:18])=[O:17])=[O:13])=[C:5]2[C:10](=[CH:11][C:2]=1[C:24]1[CH:23]=[N:22][CH:27]=[CH:26][CH:25]=1)[N:9]=[CH:8][CH:7]=[N:6]2. (2) Given the reactants [F:1][C:2]1[CH:7]=[CH:6][C:5]([NH:8][C:9]([C:11]2([C:14]([OH:16])=O)[CH2:13][CH2:12]2)=[O:10])=[CH:4][CH:3]=1.CN(C=O)C.C(Cl)(=O)C([Cl:25])=O, predict the reaction product. The product is: [F:1][C:2]1[CH:7]=[CH:6][C:5]([NH:8][C:9]([C:11]2([C:14]([Cl:25])=[O:16])[CH2:13][CH2:12]2)=[O:10])=[CH:4][CH:3]=1. (3) Given the reactants [C:1]12([CH2:11][C:12]([NH:14][C:15]3[C:24]([CH3:25])=[CH:23][CH:22]=[C:21]4[C:16]=3[CH:17]=[CH:18][C:19]([CH:26]=[CH2:27])=[N:20]4)=[O:13])[CH2:10][CH:5]3[CH2:6][CH:7]([CH2:9][CH:3]([CH2:4]3)[CH2:2]1)[CH2:8]2.[NH2:28][CH2:29][CH2:30][CH2:31][OH:32].[Cl:33]CCl.C(=O)(O)[O-].[Na+], predict the reaction product. The product is: [ClH:33].[ClH:33].[C:1]12([CH2:11][C:12]([NH:14][C:15]3[C:24]([CH3:25])=[CH:23][CH:22]=[C:21]4[C:16]=3[CH:17]=[CH:18][C:19]([CH2:26][CH2:27][NH:28][CH2:29][CH2:30][CH2:31][OH:32])=[N:20]4)=[O:13])[CH2:10][CH:5]3[CH2:4][CH:3]([CH2:9][CH:7]([CH2:6]3)[CH2:8]1)[CH2:2]2. (4) Given the reactants [F:1][C:2]1[CH:7]=[C:6]([S:8]([CH3:11])(=[O:10])=[O:9])[CH:5]=[CH:4][C:3]=1[N:12]1[CH2:17][CH2:16][NH:15][CH2:14][CH2:13]1.[F:18][C:19]1[C:27]([S:28]([CH3:31])(=[O:30])=[O:29])=[CH:26][CH:25]=[C:24]([F:32])[C:20]=1[C:21](O)=[O:22], predict the reaction product. The product is: [F:18][C:19]1[C:27]([S:28]([CH3:31])(=[O:29])=[O:30])=[CH:26][CH:25]=[C:24]([F:32])[C:20]=1[C:21]([N:15]1[CH2:16][CH2:17][N:12]([C:3]2[CH:4]=[CH:5][C:6]([S:8]([CH3:11])(=[O:10])=[O:9])=[CH:7][C:2]=2[F:1])[CH2:13][CH2:14]1)=[O:22]. (5) Given the reactants [C:1]([O:5][C:6]([N:8]1[C@@H:13]([CH:14]=[O:15])[CH2:12][O:11][C:10]([C:22]2[CH:27]=[CH:26][CH:25]=[CH:24][CH:23]=2)([C:16]2[CH:21]=[CH:20][CH:19]=[CH:18][CH:17]=2)[CH2:9]1)=[O:7])([CH3:4])([CH3:3])[CH3:2].[F:28][C:29]1[CH:34]=[C:33]([CH2:35][CH2:36][N+:37]([O-:39])=[O:38])[CH:32]=[C:31]([F:40])[CH:30]=1.[F-].C([N+](CCCC)(CCCC)CCCC)CCC.[Cl-].[Na+], predict the reaction product. The product is: [C:1]([O:5][C:6]([N:8]1[C@@H:13]([C@@H:14]([OH:15])[C@@H:36]([N+:37]([O-:39])=[O:38])[CH2:35][C:33]2[CH:34]=[C:29]([F:28])[CH:30]=[C:31]([F:40])[CH:32]=2)[CH2:12][O:11][C:10]([C:22]2[CH:23]=[CH:24][CH:25]=[CH:26][CH:27]=2)([C:16]2[CH:17]=[CH:18][CH:19]=[CH:20][CH:21]=2)[CH2:9]1)=[O:7])([CH3:4])([CH3:2])[CH3:3].